From a dataset of Full USPTO retrosynthesis dataset with 1.9M reactions from patents (1976-2016). Predict the reactants needed to synthesize the given product. (1) Given the product [CH2:26]([N:33]1[C:10](=[O:12])[CH2:9][CH:8]([C:5]2[CH:4]=[CH:3][C:2]([Cl:1])=[CH:7][CH:6]=2)[C:14]([C:16]2[CH:21]=[CH:20][C:19]([S:22][CH3:23])=[CH:18][CH:17]=2)=[N:34]1)[C:27]1[CH:32]=[CH:31][CH:30]=[CH:29][CH:28]=1, predict the reactants needed to synthesize it. The reactants are: [Cl:1][C:2]1[CH:7]=[CH:6][C:5]([CH:8]([C:14]([C:16]2[CH:21]=[CH:20][C:19]([S:22][CH3:23])=[CH:18][CH:17]=2)=O)[CH2:9][C:10]([O:12]C)=O)=[CH:4][CH:3]=1.Cl.Cl.[CH2:26]([NH:33][NH2:34])[C:27]1[CH:32]=[CH:31][CH:30]=[CH:29][CH:28]=1.C([O-])(=O)C.[Na+]. (2) Given the product [CH3:13][C:7]1[CH:8]=[CH:9][CH:10]=[C:11]2[C:6]=1[NH:5][C:4](=[O:14])[C:3]([N:15]1[CH2:20][CH2:19][NH:18][CH2:17][CH2:16]1)=[N:12]2, predict the reactants needed to synthesize it. The reactants are: CO[C:3]1[C:4](=[O:14])[NH:5][C:6]2[C:11]([N:12]=1)=[CH:10][CH:9]=[CH:8][C:7]=2[CH3:13].[NH:15]1[CH2:20][CH2:19][NH:18][CH2:17][CH2:16]1. (3) Given the product [F:1][C:2]1[CH:3]=[CH:4][C:5]2[CH:9]=[C:8]([CH:10]3[CH2:11][CH2:12][NH:13][CH2:14][CH2:15]3)[S:7][C:6]=2[CH:16]=1, predict the reactants needed to synthesize it. The reactants are: [F:1][C:2]1[CH:3]=[CH:4][C:5]2[CH:9]=[C:8]([C:10]3[CH2:15][CH2:14][NH:13][CH2:12][CH:11]=3)[S:7][C:6]=2[CH:16]=1.FC(F)(F)CO. (4) Given the product [F:1][C:2]1[CH:7]=[C:6]([F:8])[CH:5]=[CH:4][C:3]=1[C@@H:9]([NH:16][C@H:17]([C:22]([OH:24])=[O:23])[CH2:18][CH:19]([CH3:20])[CH3:21])[C:10]([NH:12][CH:13]([CH3:14])[CH3:15])=[O:11], predict the reactants needed to synthesize it. The reactants are: [F:1][C:2]1[CH:7]=[C:6]([F:8])[CH:5]=[CH:4][C:3]=1[C@@H:9]([NH:16][C@H:17]([C:22]([O:24]C)=[O:23])[CH2:18][CH:19]([CH3:21])[CH3:20])[C:10]([NH:12][CH:13]([CH3:15])[CH3:14])=[O:11].[OH-].[Li+]. (5) Given the product [CH:3]([S:4]([CH2:7][CH2:8][C:9]([OH:11])=[O:10])(=[O:6])=[O:5])=[CH2:2], predict the reactants needed to synthesize it. The reactants are: Br[CH2:2][CH2:3][S:4]([CH2:7][CH2:8][C:9]([O:11]C)=[O:10])(=[O:6])=[O:5].[OH-].[Na+].Cl. (6) Given the product [Cl:45][C:42]1[CH:43]=[C:44]2[NH:36][C:37]([O:57][C@@H:58]3[CH2:62][O:61][C@@H:60]4[C@H:63]([O:66][Si:67]([C:70]([CH3:73])([CH3:72])[CH3:71])([CH3:68])[CH3:69])[CH2:64][O:65][C@H:59]34)=[N:38][C:39]2=[N:40][C:41]=1[C:46]1[CH:51]=[CH:50][C:49]([N:52]2[CH2:56][CH2:55][CH2:54][CH2:53]2)=[CH:48][CH:47]=1, predict the reactants needed to synthesize it. The reactants are: C1(P(C2C=CC=CC=2)CCCCP(C2C=CC=CC=2)C2C=CC=CC=2)C=CC=CC=1.[BH4-].[Na+].C([N:36]1[C:44]2[C:39](=[N:40][C:41]([C:46]3[CH:51]=[CH:50][C:49]([N:52]4[CH2:56][CH2:55][CH2:54][CH2:53]4)=[CH:48][CH:47]=3)=[C:42]([Cl:45])[CH:43]=2)[N:38]=[C:37]1[O:57][C@@H:58]1[CH2:62][O:61][C@@H:60]2[C@H:63]([O:66][Si:67]([C:70]([CH3:73])([CH3:72])[CH3:71])([CH3:69])[CH3:68])[CH2:64][O:65][C@H:59]12)C=C. (7) Given the product [Cl:33][C:34]1[CH:41]=[C:40]([Cl:42])[CH:39]=[CH:38][C:35]=1[CH:36]=[CH:13][CH2:12][CH2:11][CH2:10][CH2:9][CH2:8][CH2:7][CH2:6][CH2:5][C:2]([OH:4])=[O:3], predict the reactants needed to synthesize it. The reactants are: [Br-].[C:2]([CH2:5][CH2:6][CH2:7][CH2:8][CH2:9][CH2:10][CH2:11][CH2:12][CH2:13][P+](C1C=CC=CC=1)(C1C=CC=CC=1)C1C=CC=CC=1)([OH:4])=[O:3].[Cl:33][C:34]1[CH:41]=[C:40]([Cl:42])[CH:39]=[CH:38][C:35]=1[CH:36]=O.